Dataset: Reaction yield outcomes from USPTO patents with 853,638 reactions. Task: Predict the reaction yield, written as a fraction of the theoretical maximum amount of product (1.0 means a 100% yield; for example, 0.34 means a 34% yield). The reactants are [CH:1]([CH:14]1[CH2:19][C:18](=O)[CH:17]=[CH:16]O1)([C:8]1[CH:13]=[CH:12][CH:11]=[CH:10][CH:9]=1)[C:2]1[CH:7]=[CH:6][CH:5]=[CH:4][CH:3]=1.[C:21]([O-:24])(O)=O.[Na+].[CH:26](OCC)=C. The catalyst is [Hg](OC(C(F)(F)F)=O)OC(C(F)(F)F)=O. The product is [C:2]1([CH:1]([C:8]2[CH:13]=[CH:12][CH:11]=[CH:10][CH:9]=2)[CH:14]([O:24][CH:21]=[CH2:26])[CH2:19][CH2:18][CH:17]=[CH2:16])[CH:7]=[CH:6][CH:5]=[CH:4][CH:3]=1. The yield is 0.660.